Dataset: Catalyst prediction with 721,799 reactions and 888 catalyst types from USPTO. Task: Predict which catalyst facilitates the given reaction. (1) Reactant: [CH3:1][O:2][C:3]1[CH:4]=[C:5]2[C:10](=[CH:11][C:12]=1[O:13][CH3:14])[N:9]=[CH:8][CH:7]=[C:6]2[O:15][C:16]1[CH:22]=[CH:21][C:19]([NH2:20])=[C:18]([CH3:23])[C:17]=1[CH3:24].C(N(CC)CC)C.ClC(Cl)(O[C:36](=[O:42])OC(Cl)(Cl)Cl)Cl.[F:44][C:45]1[CH:50]=[CH:49][C:48]([C@H:51]([NH2:53])[CH3:52])=[CH:47][CH:46]=1. Product: [CH3:1][O:2][C:3]1[CH:4]=[C:5]2[C:10](=[CH:11][C:12]=1[O:13][CH3:14])[N:9]=[CH:8][CH:7]=[C:6]2[O:15][C:16]1[CH:22]=[CH:21][C:19]([NH:20][C:36]([NH:53][C@@H:51]([C:48]2[CH:49]=[CH:50][C:45]([F:44])=[CH:46][CH:47]=2)[CH3:52])=[O:42])=[C:18]([CH3:23])[C:17]=1[CH3:24]. The catalyst class is: 22. (2) Reactant: Br[CH2:2][C:3]1[C:8]([CH3:9])=[CH:7][CH:6]=[CH:5][C:4]=1[N:10]1[C:14](=[O:15])[N:13]([CH3:16])[N:12]=[N:11]1.[OH:17][C:18]1[CH:19]=[C:20]([CH:25]=[CH:26][CH:27]=1)[C:21]([O:23][CH3:24])=[O:22].C(=O)([O-])[O-].[K+].[K+].C(#N)C. Product: [CH3:24][O:23][C:21]([C:20]1[CH:19]=[C:18]([CH:27]=[CH:26][CH:25]=1)[O:17][CH2:2][C:3]1[C:8]([CH3:9])=[CH:7][CH:6]=[CH:5][C:4]=1[N:10]1[C:14](=[O:15])[N:13]([CH3:16])[N:12]=[N:11]1)=[O:22]. The catalyst class is: 6. (3) Reactant: [NH:1]1[CH2:6][CH2:5][CH:4]([C:7]([OH:9])=[O:8])[CH2:3][CH2:2]1.[C:10]1([CH:16]([C:22]2[CH:27]=[CH:26][CH:25]=[CH:24][CH:23]=2)[N:17]2[CH2:20][C:19](=O)[CH2:18]2)[CH:15]=[CH:14][CH:13]=[CH:12][CH:11]=1.C([BH3-])#N.C[NH+](C)C. Product: [C:10]1([CH:16]([C:22]2[CH:27]=[CH:26][CH:25]=[CH:24][CH:23]=2)[N:17]2[CH2:20][CH:19]([N:1]3[CH2:6][CH2:5][CH:4]([C:7]([OH:9])=[O:8])[CH2:3][CH2:2]3)[CH2:18]2)[CH:11]=[CH:12][CH:13]=[CH:14][CH:15]=1. The catalyst class is: 130. (4) Reactant: [F:1][C:2]1[CH:3]=[C:4]2[C:8](=[CH:9][CH:10]=1)[NH:7][C:6](=[O:11])[C:5]2=[CH:12][C:13]1[CH:14]=[C:15]([CH:26]=[CH:27][CH:28]=1)[C:16]([NH:18][CH2:19][CH2:20][CH2:21][CH2:22][C:23]([OH:25])=O)=[O:17].Cl.C(N=C=NCCCN(C)C)C.O[C:42]1[C:50]2[N:49]=N[NH:47][C:46]=2[CH:45]=[CH:44][CH:43]=1.C(N(CC)CC)C.C1(N)C=CC=CC=1N. Product: [F:1][C:2]1[CH:3]=[C:4]2[C:8](=[CH:9][CH:10]=1)[NH:7][C:6](=[O:11])[C:5]2=[CH:12][C:13]1[CH:14]=[C:15]([CH:26]=[CH:27][CH:28]=1)[C:16]([NH:18][CH2:19][CH2:20][CH2:21][CH2:22][C:23]([NH:47][C:46]1[CH:45]=[CH:44][CH:43]=[CH:42][C:50]=1[NH2:49])=[O:25])=[O:17]. The catalyst class is: 650. (5) Reactant: [OH:1][CH2:2][P:3](=[O:10])([O:7][CH2:8][CH3:9])[O:4][CH2:5][CH3:6].[H-].[Na+].[CH3:13][C:14]1[S:15][CH:16]=[C:17]([CH2:19]Cl)[N:18]=1. The catalyst class is: 3. Product: [CH3:13][C:14]1[S:15][CH:16]=[C:17]([CH2:19][O:1][CH2:2][P:3]([O:7][CH2:8][CH3:9])([O:4][CH2:5][CH3:6])=[O:10])[N:18]=1. (6) The catalyst class is: 6. Product: [F:17][C:18]([F:24])([F:23])[C:19]([NH:5][C@@H:4]([CH2:6][C:7]1[CH:14]=[C:12]([OH:13])[C:10]([OH:11])=[CH:9][CH:8]=1)[C:2]([OH:3])=[O:1])=[O:20]. Reactant: [O:1]=[C:2]([C@H:4]([CH2:6][C:7]1[CH:14]=[C:12]([OH:13])[C:10]([OH:11])=[CH:9][CH:8]=1)[NH2:5])[OH:3].CO.[F:17][C:18]([F:24])([F:23])[C:19](OC)=[O:20]. (7) Reactant: [F:1][C:2]1[CH:9]=[CH:8][C:5]([CH:6]=O)=[CH:4][CH:3]=1.[C:10]([OH:16])(=[O:15])[CH2:11]C(O)=O.C([O-])(=O)C.[NH4+:21]. Product: [NH2:21][CH:6]([C:5]1[CH:8]=[CH:9][C:2]([F:1])=[CH:3][CH:4]=1)[CH2:11][C:10]([OH:16])=[O:15]. The catalyst class is: 8.